From a dataset of Drug-target binding data from BindingDB using Ki measurements. Regression. Given a target protein amino acid sequence and a drug SMILES string, predict the binding affinity score between them. We predict pKi (pKi = -log10(Ki in M); higher means stronger inhibition). Dataset: bindingdb_ki. (1) The small molecule is CCOC(=O)/C=C/[C@H](C[C@@H]1CCNC1=O)NC(=O)[C@H](CC(C)C)NC(=O)[C@@H](NC(=O)OCc1ccccc1)C(C)OC(C)(C)C. The target protein (P03313) has sequence MGAQVSTQKTGAHETRLNASGNSIIHYTNINYYKDAASNSANRQDFTQDPGKFTEPVKDIMIKSLPALNSPTVEECGYSDRARSITLGNSTITTQECANVVVGYGVWPDYLKDSEATAEDQPTQPDVATCRFYTLDSVQWQKTSPGWWWKLPDALSNLGLFGQNMQYHYLGRTGYTVHVQCNASKFHQGCLLVVCVPEAEMGCATLDNTPSSAELLGGDTAKEFADKPVASGSNKLVQRVVYNAGMGVGVGNLTIFPHQWINLRTNNSATIVMPYTNSVPMDNMFRHNNVTLMVIPFVPLDYCPGSTTYVPITVTIAPMCAEYNGLRLAGHQGLPTMNTPGSCQFLTSDDFQSPSAMPQYDVTPEMRIPGEVKNLMEIAEVDSVVPVQNVGEKVNSMEAYQIPVRSNEGSGTQVFGFPLQPGYSSVFSRTLLGEILNYYTHWSGSIKLTFMFCGSAMATGKFLLAYSPPGAGAPTKRVDAMLGTHVIWDVGLQSSCVLCI.... The pKi is 5.8. (2) The small molecule is CNCCCC1c2ccccc2C=Cc2ccccc21. The target protein (Q06520) has sequence MSDDFLWFEGIAFPTMGFRSETLRKVRDEFVIRDEDVIILTYPKSGTNWLAEILCLMHSKGDAKWIQSVPIWERSPWVESEIGYTALSETESPRLFSSHLPIQLFPKSFFSSKAKVIYLMRNPRDVLVSGYFFWKNMKFIKKPKSWEEYFEWFCQGTVLYGSWFDHIHGWMPMREEKNFLLLSYEELKQDTGRTIEKICQFLGKTLEPEELNLILKNSSFQSMKENKMSNYSLLSVDYVVDKAQLLRKGVSGDWKNHFTVAQAEDFDKLFQEKMADLPRELFPWE. The pKi is 4.1.